Predict which catalyst facilitates the given reaction. From a dataset of Catalyst prediction with 721,799 reactions and 888 catalyst types from USPTO. Reactant: [CH2:1]1[O:7][C@H:6]([CH2:8][OH:9])[C@H:4]([OH:5])[CH:3]=[CH:2]1.[Si:10](Cl)([C:23]([CH3:26])([CH3:25])[CH3:24])([C:17]1[CH:22]=[CH:21][CH:20]=[CH:19][CH:18]=1)[C:11]1[CH:16]=[CH:15][CH:14]=[CH:13][CH:12]=1.O. Product: [Si:10]([O:9][CH2:8][C@H:6]1[O:7][CH2:1][CH2:2][CH2:3][C@H:4]1[OH:5])([C:23]([CH3:26])([CH3:25])[CH3:24])([C:17]1[CH:18]=[CH:19][CH:20]=[CH:21][CH:22]=1)[C:11]1[CH:16]=[CH:15][CH:14]=[CH:13][CH:12]=1. The catalyst class is: 3.